From a dataset of Full USPTO retrosynthesis dataset with 1.9M reactions from patents (1976-2016). Predict the reactants needed to synthesize the given product. (1) Given the product [Cl:1][C:2]1[N:3]=[C:4]([C:9]([NH:11][C@@H:12]2[CH2:17][CH2:16][N:15]([C:23]3[S:24][C:25]([C:29]([O:31][CH2:32][CH3:33])=[O:30])=[C:26]([CH3:28])[N:27]=3)[CH2:14][C@H:13]2[NH:18][CH2:19][CH2:20][CH3:21])=[O:10])[NH:5][C:6]=1[CH2:7][CH3:8], predict the reactants needed to synthesize it. The reactants are: [Cl:1][C:2]1[N:3]=[C:4]([C:9]([NH:11][C@@H:12]2[CH2:17][CH2:16][NH:15][CH2:14][C@H:13]2[NH:18][CH2:19][CH2:20][CH3:21])=[O:10])[NH:5][C:6]=1[CH2:7][CH3:8].Br[C:23]1[S:24][C:25]([C:29]([O:31][CH2:32][CH3:33])=[O:30])=[C:26]([CH3:28])[N:27]=1.C(=O)([O-])[O-].[Na+].[Na+]. (2) Given the product [Br:24][C:18]1[CH:19]=[CH:20][C:21]([F:23])=[CH:22][C:17]=1[O:16][C@H:13]1[CH2:14][CH2:15][N:11]([C:8]2[O:7][C:6]([C:4]([NH2:25])=[O:3])=[N:10][N:9]=2)[CH2:12]1, predict the reactants needed to synthesize it. The reactants are: C([O:3][C:4]([C:6]1[O:7][C:8]([N:11]2[CH2:15][CH2:14][C@H:13]([O:16][C:17]3[CH:22]=[C:21]([F:23])[CH:20]=[CH:19][C:18]=3[Br:24])[CH2:12]2)=[N:9][N:10]=1)=O)C.[NH3:25]. (3) The reactants are: Cl.[CH3:2][C:3]1[CH:4]=[C:5]([NH:20]C=O)[CH:6]=[CH:7][C:8]=1[O:9][C:10]1[CH:19]=[CH:18][C:13]2[N:14]([CH3:17])[CH:15]=[N:16][C:12]=2[CH:11]=1.C(=O)(O)[O-].[Na+]. Given the product [CH3:2][C:3]1[CH:4]=[C:5]([NH2:20])[CH:6]=[CH:7][C:8]=1[O:9][C:10]1[CH:19]=[CH:18][C:13]2[N:14]([CH3:17])[CH:15]=[N:16][C:12]=2[CH:11]=1, predict the reactants needed to synthesize it. (4) Given the product [Cl:1][C:2]1[C:7]([NH:8][C:11](=[O:19])[CH2:12][CH2:13][C:14]([O:16][CH2:17][CH3:18])=[O:15])=[C:6]([Cl:9])[N:5]=[CH:4][N:3]=1, predict the reactants needed to synthesize it. The reactants are: [Cl:1][C:2]1[C:7]([NH2:8])=[C:6]([Cl:9])[N:5]=[CH:4][N:3]=1.Cl[C:11](=[O:19])[CH2:12][CH2:13][C:14]([O:16][CH2:17][CH3:18])=[O:15]. (5) Given the product [NH2:1][C:2]([NH:4][C:5]1[C:6]([C:18]([NH2:20])=[O:19])=[N:7][N:8]([C:10]2[CH:15]=[CH:14][C:13]([C:28]3[CH:27]=[CH:26][CH:25]=[C:24]([OH:23])[CH:29]=3)=[CH:12][C:11]=2[CH3:17])[CH:9]=1)=[O:3], predict the reactants needed to synthesize it. The reactants are: [NH2:1][C:2]([NH:4][C:5]1[C:6]([C:18]([NH2:20])=[O:19])=[N:7][N:8]([C:10]2[CH:15]=[CH:14][C:13](I)=[CH:12][C:11]=2[CH3:17])[CH:9]=1)=[O:3].N#N.[OH:23][C:24]1[CH:25]=[C:26](B(O)O)[CH:27]=[CH:28][CH:29]=1.C([O-])([O-])=O.[Cs+].[Cs+].